This data is from Peptide-MHC class II binding affinity with 134,281 pairs from IEDB. The task is: Regression. Given a peptide amino acid sequence and an MHC pseudo amino acid sequence, predict their binding affinity value. This is MHC class II binding data. (1) The peptide sequence is YGIFQSTFLGASQRG. The MHC is DRB5_0101 with pseudo-sequence DRB5_0101. The binding affinity (normalized) is 0.763. (2) The peptide sequence is IFRHWYWQQPYYIVA. The MHC is DRB3_0202 with pseudo-sequence DRB3_0202. The binding affinity (normalized) is 0.354. (3) The peptide sequence is KDFTFVCPTEIVEFAKLAKQ. The MHC is HLA-DQA10103-DQB10603 with pseudo-sequence HLA-DQA10103-DQB10603. The binding affinity (normalized) is 0.261. (4) The peptide sequence is FEIKCTKPEACSGEP. The MHC is DRB1_1101 with pseudo-sequence DRB1_1101. The binding affinity (normalized) is 0.343. (5) The peptide sequence is ALWNLHGQALFLGIVL. The MHC is DRB1_0401 with pseudo-sequence DRB1_0401. The binding affinity (normalized) is 0.